Dataset: Full USPTO retrosynthesis dataset with 1.9M reactions from patents (1976-2016). Task: Predict the reactants needed to synthesize the given product. (1) The reactants are: I.[CH3:2][S:3][C:4]1[NH:5][CH2:6][CH2:7][N:8]=1.C(N(CC)CC)C.[CH3:16][O:17][C:18]1[CH:19]=[C:20]([CH:24]=[CH:25][CH:26]=1)[C:21](Cl)=[O:22]. Given the product [CH3:16][O:17][C:18]1[CH:19]=[C:20]([C:21]([N:8]2[CH2:7][CH2:6][N:5]=[C:4]2[S:3][CH3:2])=[O:22])[CH:24]=[CH:25][CH:26]=1, predict the reactants needed to synthesize it. (2) Given the product [OH:4][CH2:5][C:6]([N:8]1[CH2:14][CH2:13][CH2:12][N:11]([C:15]2[N:16]=[CH:17][C:18]([C:21]([NH:23][C:24]3[CH:39]=[CH:38][C:37]([CH3:40])=[CH:36][C:25]=3[C:26]([NH:28][C:29]3[CH:34]=[CH:33][C:32]([Cl:35])=[CH:31][N:30]=3)=[O:27])=[O:22])=[N:19][CH:20]=2)[CH2:10][CH2:9]1)=[O:7], predict the reactants needed to synthesize it. The reactants are: C([O:4][CH2:5][C:6]([N:8]1[CH2:14][CH2:13][CH2:12][N:11]([C:15]2[N:16]=[CH:17][C:18]([C:21]([NH:23][C:24]3[CH:39]=[CH:38][C:37]([CH3:40])=[CH:36][C:25]=3[C:26]([NH:28][C:29]3[CH:34]=[CH:33][C:32]([Cl:35])=[CH:31][N:30]=3)=[O:27])=[O:22])=[N:19][CH:20]=2)[CH2:10][CH2:9]1)=[O:7])(=O)C.C(=O)([O-])[O-].[K+].[K+].O.